From a dataset of Catalyst prediction with 721,799 reactions and 888 catalyst types from USPTO. Predict which catalyst facilitates the given reaction. (1) The catalyst class is: 42. Reactant: [CH3:1][O:2][CH2:3][N:4]1[C:12]2[C:7](=[CH:8][CH:9]=[CH:10][C:11]=2[NH:13][S:14]([C:17]2[CH:22]=[CH:21][CH:20]=[CH:19][C:18]=2[O:23][CH3:24])(=[O:16])=[O:15])[CH:6]=[C:5]1[C:25]([O:27][CH2:28][CH3:29])=[O:26].[C:30](=O)([O-])[O-].[K+].[K+].CI. Product: [CH3:1][O:2][CH2:3][N:4]1[C:12]2[C:7](=[CH:8][CH:9]=[CH:10][C:11]=2[N:13]([S:14]([C:17]2[CH:22]=[CH:21][CH:20]=[CH:19][C:18]=2[O:23][CH3:24])(=[O:15])=[O:16])[CH3:30])[CH:6]=[C:5]1[C:25]([O:27][CH2:28][CH3:29])=[O:26]. (2) Reactant: [CH2:1]([N:8]1[CH2:13][CH2:12][C@H:11]([C:14](=O)[CH3:15])[C@@H:10]([C:17]2[CH:22]=[CH:21][C:20]([Cl:23])=[CH:19][CH:18]=2)[CH2:9]1)[C:2]1[CH:7]=[CH:6][CH:5]=[CH:4][CH:3]=1.Cl.[NH2:25][OH:26].C([O-])(=O)C.[Na+].O. Product: [CH2:1]([N:8]1[CH2:13][CH2:12][C@H:11]([C:14](=[N:25][OH:26])[CH3:15])[C@@H:10]([C:17]2[CH:22]=[CH:21][C:20]([Cl:23])=[CH:19][CH:18]=2)[CH2:9]1)[C:2]1[CH:7]=[CH:6][CH:5]=[CH:4][CH:3]=1. The catalyst class is: 8. (3) Product: [C:13]([Si:10]([CH3:12])([CH3:11])[O:9][CH:3]([CH2:4][CH2:5][CH2:6][CH2:7][CH3:8])[C:2]#[CH:1])([CH3:16])([CH3:15])[CH3:14]. Reactant: [CH:1]#[C:2][CH:3]([OH:9])[CH2:4][CH2:5][CH2:6][CH2:7][CH3:8].[Si:10](Cl)([C:13]([CH3:16])([CH3:15])[CH3:14])([CH3:12])[CH3:11].N1C=CN=C1. The catalyst class is: 215. (4) Reactant: [CH:1]1([C:4]2[C:5]([O:18][C@@H:19]3[CH2:24][CH2:23][CH2:22][NH:21][CH2:20]3)=[CH:6][C:7]([F:17])=[C:8]([CH:16]=2)[C:9]([O:11][C:12]([CH3:15])([CH3:14])[CH3:13])=[O:10])[CH2:3][CH2:2]1.Br[CH2:26][C:27]([N:29]([CH:33]([CH3:35])[CH3:34])[CH:30]([CH3:32])[CH3:31])=[O:28].C(=O)([O-])[O-].[K+].[K+]. The catalyst class is: 10. Product: [CH:1]1([C:4]2[C:5]([O:18][C@@H:19]3[CH2:24][CH2:23][CH2:22][N:21]([CH2:26][C:27]([N:29]([CH:33]([CH3:35])[CH3:34])[CH:30]([CH3:32])[CH3:31])=[O:28])[CH2:20]3)=[CH:6][C:7]([F:17])=[C:8]([CH:16]=2)[C:9]([O:11][C:12]([CH3:15])([CH3:14])[CH3:13])=[O:10])[CH2:3][CH2:2]1. (5) Reactant: [Cl:1][C:2]1[C:7]([F:8])=[CH:6][CH:5]=[C:4]([Cl:9])[C:3]=1[C@H:10]([O:12][C:13]1[C:14]2[O:22][CH:21]=[C:20]([C:23]3[CH2:24][CH2:25][NH:26][CH2:27][CH:28]=3)[C:15]=2[CH:16]=[N:17][C:18]=1[NH2:19])[CH3:11].[F:29][C:30]1[CH:35]=[CH:34][CH:33]=[CH:32][C:31]=1[N:36]=[C:37]=[O:38].CCN(C(C)C)C(C)C. Product: [NH2:19][C:18]1[N:17]=[CH:16][C:15]2[C:20]([C:23]3[CH2:24][CH2:25][N:26]([C:37]([NH:36][C:31]4[CH:32]=[CH:33][CH:34]=[CH:35][C:30]=4[F:29])=[O:38])[CH2:27][CH:28]=3)=[CH:21][O:22][C:14]=2[C:13]=1[O:12][C@@H:10]([C:3]1[C:4]([Cl:9])=[CH:5][CH:6]=[C:7]([F:8])[C:2]=1[Cl:1])[CH3:11]. The catalyst class is: 3. (6) Reactant: [F:1][C:2]1[CH:11]=[C:10]([N+:12]([O-])=O)[C:9]([O:15][CH3:16])=[CH:8][C:3]=1[C:4]([O:6][CH3:7])=[O:5]. Product: [NH2:12][C:10]1[C:9]([O:15][CH3:16])=[CH:8][C:3]([C:4]([O:6][CH3:7])=[O:5])=[C:2]([F:1])[CH:11]=1. The catalyst class is: 19. (7) Reactant: Br[C:2]1[N:6]2[CH2:7][CH2:8][N:9]([C:11]([O:13][C:14]([CH3:17])([CH3:16])[CH3:15])=[O:12])[CH2:10][C:5]2=[C:4]([C:18]([O:20][CH3:21])=[O:19])[N:3]=1.[C:22]1(B(O)O)[CH:27]=[CH:26][CH:25]=[CH:24][CH:23]=1.C(=O)([O-])[O-].[Cs+].[Cs+].C([O-])(O)=O.[Na+]. Product: [C:22]1([C:2]2[N:6]3[CH2:7][CH2:8][N:9]([C:11]([O:13][C:14]([CH3:17])([CH3:16])[CH3:15])=[O:12])[CH2:10][C:5]3=[C:4]([C:18]([O:20][CH3:21])=[O:19])[N:3]=2)[CH:27]=[CH:26][CH:25]=[CH:24][CH:23]=1. The catalyst class is: 11. (8) Reactant: [OH:1][CH2:2][CH2:3][N:4]([CH2:17][C:18]([F:21])([F:20])[F:19])[C:5]1[CH:12]=[CH:11][C:8]([C:9]#[N:10])=[C:7]([C:13]([F:16])([F:15])[F:14])[CH:6]=1.[NH:22]1[CH:27]=[CH:26][CH:25]=[CH:24][C:23]1=O. Product: [N:22]1[CH:27]=[CH:26][CH:25]=[CH:24][C:23]=1[O:1][CH2:2][CH2:3][N:4]([CH2:17][C:18]([F:19])([F:20])[F:21])[C:5]1[CH:12]=[CH:11][C:8]([C:9]#[N:10])=[C:7]([C:13]([F:15])([F:16])[F:14])[CH:6]=1. The catalyst class is: 57.